From a dataset of Catalyst prediction with 721,799 reactions and 888 catalyst types from USPTO. Predict which catalyst facilitates the given reaction. (1) Reactant: [CH:1]1([NH:7][C:8]2[C:13]([C:14]3[N:15]=[N:16][NH:17][N:18]=3)=[CH:12][N:11]=[C:10]([NH:19][C:20]3[CH:25]=[CH:24][C:23]([S:26]([CH3:34])(=[N:28][C:29]([O:31][CH2:32][CH3:33])=[O:30])=[O:27])=[CH:22][CH:21]=3)[N:9]=2)[CH2:6][CH2:5][CH2:4][CH2:3][CH2:2]1.[CH2:35](Br)[C:36]1[CH:41]=[CH:40][CH:39]=[CH:38][CH:37]=1.C(=O)([O-])[O-].[K+].[K+].[I-].[K+]. Product: [CH2:35]([N:17]1[N:16]=[N:15][C:14]([C:13]2[C:8]([NH:7][CH:1]3[CH2:2][CH2:3][CH2:4][CH2:5][CH2:6]3)=[N:9][C:10]([NH:19][C:20]3[CH:25]=[CH:24][C:23]([S:26]([CH3:34])(=[N:28][C:29]([O:31][CH2:32][CH3:33])=[O:30])=[O:27])=[CH:22][CH:21]=3)=[N:11][CH:12]=2)=[N:18]1)[C:36]1[CH:41]=[CH:40][CH:39]=[CH:38][CH:37]=1. The catalyst class is: 131. (2) Reactant: [C:1]([O-])([O-])=O.[K+].[K+].ClC(OC)=O.[C:12]([SiH2:16][O:17][C:18]([CH3:30])([CH3:29])[C:19]1[CH:20]=[C:21]([CH2:26][CH2:27][NH2:28])[CH:22]=[CH:23][C:24]=1[Cl:25])([CH3:15])([CH3:14])[CH3:13].[H-].[H-].[H-].[H-].[Li+].[Al+3].C(C(C(C([O-])=O)O)O)([O-])=O.[Na+].[K+].CCN(C(C)C)C(C)C.[CH3:58][C:59]([O:62][C:63](O[C:63]([O:62][C:59]([CH3:61])([CH3:60])[CH3:58])=[O:64])=[O:64])([CH3:61])[CH3:60]. Product: [C:59]([O:62][C:63](=[O:64])[N:28]([CH2:27][CH2:26][C:21]1[CH:22]=[CH:23][C:24]([Cl:25])=[C:19]([C:18]([CH3:30])([CH3:29])[O:17][SiH2:16][C:12]([CH3:15])([CH3:14])[CH3:13])[CH:20]=1)[CH3:1])([CH3:61])([CH3:60])[CH3:58]. The catalyst class is: 168. (3) Reactant: [CH2:1]([N:3]([CH3:6])[CH:4]=O)[CH3:2].[Cl:7][C:8]1[CH:22]=[CH:21][C:11]([O:12][C:13]2[N:18]=[CH:17][C:16]([NH2:19])=[CH:15][C:14]=2[CH3:20])=[CH:10][C:9]=1[C:23]([F:26])([F:25])[F:24].[OH-].[Na+]. Product: [Cl:7][C:8]1[CH:22]=[CH:21][C:11]([O:12][C:13]2[N:18]=[CH:17][C:16]([N:19]=[CH:4][N:3]([CH2:1][CH3:2])[CH3:6])=[CH:15][C:14]=2[CH3:20])=[CH:10][C:9]=1[C:23]([F:26])([F:24])[F:25]. The catalyst class is: 4. (4) Reactant: [Li]CCCC.[Si]([CH:10]=[N+:11]=[N-:12])(C)(C)C.[O:13]=[C:14]1[N:18]([C:19]([O:21][C:22]([CH3:25])([CH3:24])[CH3:23])=[O:20])[C@H:17]([C:26]([O:28][CH2:29][CH3:30])=[O:27])[CH2:16][CH2:15]1. Product: [C:22]([O:21][C:19]([NH:18][C@@H:17]([CH2:16][CH2:15][C:14](=[O:13])[CH:10]=[N+:11]=[N-:12])[C:26]([O:28][CH2:29][CH3:30])=[O:27])=[O:20])([CH3:23])([CH3:25])[CH3:24]. The catalyst class is: 1. (5) Reactant: [CH:1]1([CH2:4][CH:5]([C:8]2[CH:9]=[N:10][C:11]([C:14]([F:17])([F:16])[F:15])=[N:12][CH:13]=2)[C:6]#[N:7])[CH2:3][CH2:2]1.CI.[CH3:20]C([O-])(C)C.[K+]. Product: [CH:1]1([CH2:4][C:5]([CH3:20])([C:8]2[CH:9]=[N:10][C:11]([C:14]([F:16])([F:17])[F:15])=[N:12][CH:13]=2)[C:6]#[N:7])[CH2:3][CH2:2]1. The catalyst class is: 12. (6) Reactant: [OH-].[Na+].CO.C([O:7][C:8]([C:10]1[C:14]([C:15]2[CH:20]=[CH:19][CH:18]=[CH:17][C:16]=2[CH3:21])=[CH:13][S:12][C:11]=1[N:22]1[C:30](=[O:31])[C:29]2[C:24](=[CH:25][CH:26]=[CH:27][CH:28]=2)[C:23]1=[O:32])=[O:9])C.Cl. Product: [O:32]=[C:23]1[C:24]2[C:29](=[CH:28][CH:27]=[CH:26][CH:25]=2)[C:30](=[O:31])[N:22]1[C:11]1[S:12][CH:13]=[C:14]([C:15]2[CH:20]=[CH:19][CH:18]=[CH:17][C:16]=2[CH3:21])[C:10]=1[C:8]([OH:9])=[O:7]. The catalyst class is: 6. (7) Reactant: [F:1][C:2]1[C:9]([N:10]2[CH2:15][CH2:14][CH:13]([C:16]([F:19])([F:18])[F:17])[CH2:12][CH2:11]2)=[CH:8][C:5]([NH:6][CH3:7])=[C:4]([N+:20]([O-])=O)[CH:3]=1. Product: [F:1][C:2]1[C:9]([N:10]2[CH2:15][CH2:14][CH:13]([C:16]([F:19])([F:18])[F:17])[CH2:12][CH2:11]2)=[CH:8][C:5]([NH:6][CH3:7])=[C:4]([CH:3]=1)[NH2:20]. The catalyst class is: 814. (8) Reactant: [C:1]([C:5]1[CH:10]=[CH:9][C:8]([N:11]2[CH2:15][C@H:14]([CH2:16][N:17]=[N+:18]=[N-:19])[O:13][C:12]2=[O:20])=[CH:7][CH:6]=1)([CH3:4])([CH3:3])[CH3:2].[C:21]12CC(CC1)=C[CH:22]=2. Product: [C:1]([C:5]1[CH:6]=[CH:7][C:8]([N:11]2[CH2:15][C@H:14]([CH2:16][N:17]3[CH:22]=[CH:21][N:19]=[N:18]3)[O:13][C:12]2=[O:20])=[CH:9][CH:10]=1)([CH3:4])([CH3:2])[CH3:3]. The catalyst class is: 12. (9) Reactant: [OH:1][CH:2]1[CH2:5][NH:4][CH2:3]1.CCN(C(C)C)C(C)C.Cl[C:16]1[C:35]([I:36])=[CH:34][C:19]([C:20]([NH:22][C:23]2[CH:28]=[CH:27][C:26]([O:29][C:30]([Cl:33])([F:32])[F:31])=[CH:25][CH:24]=2)=[O:21])=[CH:18][N:17]=1.CCOC(C)=O. Product: [Cl:33][C:30]([F:31])([F:32])[O:29][C:26]1[CH:27]=[CH:28][C:23]([NH:22][C:20](=[O:21])[C:19]2[CH:34]=[C:35]([I:36])[C:16]([N:4]3[CH2:5][CH:2]([OH:1])[CH2:3]3)=[N:17][CH:18]=2)=[CH:24][CH:25]=1. The catalyst class is: 41.